This data is from Catalyst prediction with 721,799 reactions and 888 catalyst types from USPTO. The task is: Predict which catalyst facilitates the given reaction. (1) Reactant: I[C:2]1[CH:7]=[CH:6][CH:5]=[CH:4][C:3]=1[CH3:8].[N:9]1([CH2:14][CH2:15][CH2:16][C:17]#N)[CH2:13][CH2:12][CH2:11][CH2:10]1.C(O)(C(F)(F)F)=[O:20].CC#N. Product: [CH3:8][C:3]1[CH:4]=[CH:5][CH:6]=[CH:7][C:2]=1[C:17](=[O:20])[CH2:16][CH2:15][CH2:14][N:9]1[CH2:13][CH2:12][CH2:11][CH2:10]1. The catalyst class is: 876. (2) Reactant: [Br:1][C:2]1[CH:7]=[CH:6][C:5]([CH:8](O)[CH3:9])=[C:4]([F:11])[CH:3]=1.P(Br)(Br)[Br:13]. Product: [Br:1][C:2]1[CH:7]=[CH:6][C:5]([CH:8]([Br:13])[CH3:9])=[C:4]([F:11])[CH:3]=1. The catalyst class is: 4. (3) Reactant: [CH3:1][O:2][C:3]1[CH:4]=[C:5]([C:11]2[CH:12]=[C:13]3[NH:19][N:18]=[C:17]([I:20])[C:14]3=[N:15][CH:16]=2)[CH:6]=[C:7]([O:9][CH3:10])[CH:8]=1.[O:21]1[CH:26]=[CH:25][CH2:24][CH2:23][CH2:22]1.CS(O)(=O)=O. Product: [CH3:10][O:9][C:7]1[CH:6]=[C:5]([C:11]2[CH:12]=[C:13]3[N:19]([CH:22]4[CH2:23][CH2:24][CH2:25][CH2:26][O:21]4)[N:18]=[C:17]([I:20])[C:14]3=[N:15][CH:16]=2)[CH:4]=[C:3]([O:2][CH3:1])[CH:8]=1. The catalyst class is: 539. (4) Reactant: [NH2:1][CH2:2][CH2:3][NH:4][C:5](=O)[C@@H:6]([NH:9]C(=O)OC(C)(C)C)[CH2:7][OH:8].[ClH:18]. Product: [ClH:18].[ClH:18].[ClH:18].[NH2:9][C@H:6]([CH2:5][NH:4][CH2:3][CH2:2][NH2:1])[CH2:7][OH:8]. The catalyst class is: 7.